Dataset: Reaction yield outcomes from USPTO patents with 853,638 reactions. Task: Predict the reaction yield, written as a fraction of the theoretical maximum amount of product (1.0 means a 100% yield; for example, 0.34 means a 34% yield). The reactants are [F:1][C:2]1[CH:3]=[C:4]([C:9]2[N:14]=[CH:13][CH:12]=[CH:11][N:10]=2)[CH:5]=[C:6]([F:8])[CH:7]=1.[N+:15]([O-])([OH:17])=[O:16]. The product is [F:1][C:2]1[C:3]([N+:15]([O-:17])=[O:16])=[C:4]([C:9]2[N:10]=[CH:11][CH:12]=[CH:13][N:14]=2)[CH:5]=[C:6]([F:8])[CH:7]=1. The yield is 1.00. The catalyst is OS(O)(=O)=O.O.